Dataset: Forward reaction prediction with 1.9M reactions from USPTO patents (1976-2016). Task: Predict the product of the given reaction. Given the reactants Br[C:2]1[CH:7]=[CH:6][C:5]([NH:8][CH2:9][C:10]2[CH:11]=[N:12][CH:13]=[CH:14][CH:15]=2)=[CH:4][CH:3]=1.[F:16][C:17]1[CH:22]=[CH:21][CH:20]=[CH:19][C:18]=1[OH:23], predict the reaction product. The product is: [F:16][C:17]1[CH:22]=[CH:21][CH:20]=[CH:19][C:18]=1[O:23][C:2]1[CH:7]=[CH:6][C:5]([NH:8][CH2:9][C:10]2[CH:11]=[N:12][CH:13]=[CH:14][CH:15]=2)=[CH:4][CH:3]=1.